From a dataset of Forward reaction prediction with 1.9M reactions from USPTO patents (1976-2016). Predict the product of the given reaction. (1) Given the reactants Cl[C:2]1[N:3]=[N:4][C:5](Cl)=[CH:6][C:7]=1[C:8]1[CH:13]=[CH:12][C:11]([C:14]([F:17])([F:16])[F:15])=[CH:10][CH:9]=1.[OH:19][C:20]1[CH:29]=[C:28]2[C:23]([CH:24]=[CH:25][N:26]=[CH:27]2)=[CH:22][CH:21]=1.[H-].[Na+], predict the reaction product. The product is: [CH:27]1[C:28]2[C:23](=[CH:22][CH:21]=[C:20]([O:19][C:5]3[N:4]=[N:3][C:2]([O:19][C:20]4[CH:29]=[C:28]5[C:23]([CH:24]=[CH:25][N:26]=[CH:27]5)=[CH:22][CH:21]=4)=[C:7]([C:8]4[CH:13]=[CH:12][C:11]([C:14]([F:17])([F:16])[F:15])=[CH:10][CH:9]=4)[CH:6]=3)[CH:29]=2)[CH:24]=[CH:25][N:26]=1. (2) The product is: [N:14]1([C:6]2[C:7]3[C:12](=[CH:11][CH:10]=[CH:9][CH:8]=3)[C:3]([C:1]#[N:2])=[CH:4][CH:5]=2)[CH2:19][CH2:18][S:17][CH2:16][CH2:15]1. Given the reactants [C:1]([C:3]1[C:12]2[C:7](=[CH:8][CH:9]=[CH:10][CH:11]=2)[C:6](F)=[CH:5][CH:4]=1)#[N:2].[NH:14]1[CH2:19][CH2:18][S:17][CH2:16][CH2:15]1, predict the reaction product. (3) Given the reactants Br[C:2]1[CH:10]=[CH:9][C:5]([C:6](Cl)=[O:7])=[CH:4][CH:3]=1.[CH:11]1([CH2:14][CH2:15][NH2:16])[CH2:13][CH2:12]1.[Cl:17]CCl, predict the reaction product. The product is: [Cl:17][C:2]1[CH:10]=[CH:9][C:5]([C:6]([NH:16][CH2:15][CH2:14][CH:11]2[CH2:13][CH2:12]2)=[O:7])=[CH:4][CH:3]=1. (4) Given the reactants FC(F)(F)C(O)=O.C(OC([NH:15][C@H:16]([CH2:61][CH2:62][CH2:63][CH2:64][NH:65][C:66](=[O:83])[C@@H:67]([NH:75]C(OC(C)(C)C)=O)[CH2:68][S:69][S:70][C:71]([CH3:74])([CH3:73])[CH3:72])[C:17]([O:19][C@H:20]1[C@@H:24]([OH:25])[C@H:23]([N:26]2[CH:34]=[N:33][C:32]3[C:27]2=[N:28][CH:29]=[N:30][C:31]=3[NH2:35])[O:22][C@H:21]1[CH2:36][O:37][P:38]([O:41][C@H:42]1[CH2:46][C@H:45]([N:47]2[CH:52]=[CH:51][C:50]([NH2:53])=[N:49][C:48]2=[O:54])[O:44][C@@H:43]1[CH2:55][O:56][P:57]([OH:60])([OH:59])=[O:58])([OH:40])=[O:39])=[O:18])=O)(C)(C)C, predict the reaction product. The product is: [NH2:15][C@H:16]([CH2:61][CH2:62][CH2:63][CH2:64][NH:65][C:66](=[O:83])[C@@H:67]([NH2:75])[CH2:68][S:69][S:70][C:71]([CH3:72])([CH3:73])[CH3:74])[C:17]([O:19][C@H:20]1[C@@H:24]([OH:25])[C@H:23]([N:26]2[CH:34]=[N:33][C:32]3[C:27]2=[N:28][CH:29]=[N:30][C:31]=3[NH2:35])[O:22][C@H:21]1[CH2:36][O:37][P:38]([O:41][C@H:42]1[CH2:46][C@H:45]([N:47]2[CH:52]=[CH:51][C:50]([NH2:53])=[N:49][C:48]2=[O:54])[O:44][C@@H:43]1[CH2:55][O:56][P:57]([OH:60])([OH:59])=[O:58])([OH:40])=[O:39])=[O:18].